From a dataset of Catalyst prediction with 721,799 reactions and 888 catalyst types from USPTO. Predict which catalyst facilitates the given reaction. (1) Reactant: C(O)(C(F)(F)F)=O.[CH2:8]([O:15][C:16](=[O:48])[NH:17][CH2:18][C:19]1[CH:24]=[CH:23][C:22]([C:25]([NH:27][C:28]2[C:33]([NH:34]C(OC(C)(C)C)=O)=[CH:32][CH:31]=[C:30]([C:42]3[CH:47]=[CH:46][CH:45]=[CH:44][CH:43]=3)[N:29]=2)=[O:26])=[CH:21][CH:20]=1)[C:9]1[CH:14]=[CH:13][CH:12]=[CH:11][CH:10]=1. Product: [CH2:8]([O:15][C:16](=[O:48])[NH:17][CH2:18][C:19]1[CH:24]=[CH:23][C:22]([C:25]([NH:27][C:28]2[C:33]([NH2:34])=[CH:32][CH:31]=[C:30]([C:42]3[CH:43]=[CH:44][CH:45]=[CH:46][CH:47]=3)[N:29]=2)=[O:26])=[CH:21][CH:20]=1)[C:9]1[CH:14]=[CH:13][CH:12]=[CH:11][CH:10]=1. The catalyst class is: 4. (2) Reactant: [Cl:1][C:2]1[CH:18]=[CH:17][C:5]([C:6]([NH:8][NH:9][C:10]([NH:12][CH2:13][CH2:14][O:15][CH3:16])=[O:11])=O)=[CH:4][CH:3]=1.Cl. Product: [Cl:1][C:2]1[CH:18]=[CH:17][C:5]([C:6]2[N:12]([CH2:13][CH2:14][O:15][CH3:16])[C:10](=[O:11])[NH:9][N:8]=2)=[CH:4][CH:3]=1. The catalyst class is: 74. (3) Reactant: [F:1][C:2]1[CH:7]=[CH:6][C:5]([NH:8][C:9]([C:11]2[N:15]([CH3:16])[CH:14]=[C:13]([C:17](=[O:21])[C:18]([OH:20])=O)[CH:12]=2)=[O:10])=[CH:4][C:3]=1[CH3:22].Cl.[CH3:24][C:25]1([NH2:29])[CH2:28][O:27][CH2:26]1.C(N(CC)C(C)C)(C)C.F[P-](F)(F)(F)(F)F.N1(OC(N(C)C)=[N+](C)C)C2N=CC=CC=2N=N1. Product: [F:1][C:2]1[CH:7]=[CH:6][C:5]([NH:8][C:9]([C:11]2[N:15]([CH3:16])[CH:14]=[C:13]([C:17](=[O:21])[C:18]([NH:29][C:25]3([CH3:24])[CH2:28][O:27][CH2:26]3)=[O:20])[CH:12]=2)=[O:10])=[CH:4][C:3]=1[CH3:22]. The catalyst class is: 3. (4) Reactant: [Br:1][CH:2]([CH:6]([O:8][CH3:9])[CH3:7])[C:3](Cl)=[O:4].[CH3:10][O:11][C:12]1[CH:17]=[C:16]([CH3:18])[CH:15]=[C:14]([O:19][CH3:20])[C:13]=1[OH:21].C(N(CC)CC)C. Product: [Br:1][CH:2]([CH:6]([O:8][CH3:9])[CH3:7])[C:3]([O:21][C:13]1[C:14]([O:19][CH3:20])=[CH:15][C:16]([CH3:18])=[CH:17][C:12]=1[O:11][CH3:10])=[O:4]. The catalyst class is: 4. (5) The catalyst class is: 281. Product: [CH:17]([NH:1][C:2]1[S:3][CH:4]=[CH:5][C:6]=1[C:7]([O:9][CH3:10])=[O:8])([CH3:19])[CH3:18]. Reactant: [NH2:1][C:2]1[S:3][CH:4]=[CH:5][C:6]=1[C:7]([O:9][CH3:10])=[O:8].C(O)(=O)C.CO[C:17](OC)([CH3:19])[CH3:18].C(O[BH-](OC(=O)C)OC(=O)C)(=O)C.[Na+]. (6) Reactant: [CH3:1][N:2]([CH3:30])[CH2:3][CH2:4][N:5]([CH3:29])[CH2:6][CH2:7][N:8]1[C:16]2[C:11](=[CH:12][C:13]([O:17][CH3:18])=[CH:14][CH:15]=2)[C:10]([CH:19]=O)=[C:9]1[C:21]1[C:22]([CH3:28])=[N:23][N:24]([CH3:27])[C:25]=1[CH3:26].[CH3:31][NH:32][C:33]([NH:35][C:36]1[CH:37]=[CH:38][C:39]2[O:43][CH2:42][C:41](=[O:44])[C:40]=2[CH:45]=1)=[O:34].C([O-])([O-])=O.[Na+].[Na+].CCOC(C)=O. Product: [CH3:30][N:2]([CH3:1])[CH2:3][CH2:4][N:5]([CH3:29])[CH2:6][CH2:7][N:8]1[C:16]2[C:11](=[CH:12][C:13]([O:17][CH3:18])=[CH:14][CH:15]=2)[C:10](/[CH:19]=[C:42]2\[O:43][C:39]3[CH:38]=[CH:37][C:36]([NH:35][C:33]([NH:32][CH3:31])=[O:34])=[CH:45][C:40]=3[C:41]\2=[O:44])=[C:9]1[C:21]1[C:22]([CH3:28])=[N:23][N:24]([CH3:27])[C:25]=1[CH3:26]. The catalyst class is: 422. (7) Reactant: Br[CH2:2][C@@H:3]1[CH2:7][C:6]([F:9])([F:8])[CH2:5][N:4]1[C:10]1[CH:15]=[CH:14][C:13]([N+:16]([O-])=O)=[C:12]([C:19]([F:22])([F:21])[F:20])[CH:11]=1. Product: [F:9][C:6]1([F:8])[CH2:5][N:4]([C:10]2[CH:15]=[CH:14][C:13]([NH2:16])=[C:12]([C:19]([F:20])([F:21])[F:22])[CH:11]=2)[C@H:3]([CH3:2])[CH2:7]1. The catalyst class is: 78.